From a dataset of Peptide-MHC class I binding affinity with 185,985 pairs from IEDB/IMGT. Regression. Given a peptide amino acid sequence and an MHC pseudo amino acid sequence, predict their binding affinity value. This is MHC class I binding data. (1) The peptide sequence is RTFGKLPYR. The MHC is HLA-B48:01 with pseudo-sequence HLA-B48:01. The binding affinity (normalized) is 0.0847. (2) The peptide sequence is CLTSTVQLV. The MHC is HLA-A02:03 with pseudo-sequence HLA-A02:03. The binding affinity (normalized) is 0.822.